Dataset: Reaction yield outcomes from USPTO patents with 853,638 reactions. Task: Predict the reaction yield, written as a fraction of the theoretical maximum amount of product (1.0 means a 100% yield; for example, 0.34 means a 34% yield). (1) The product is [CH3:1][O:2][C:3]1[CH:4]=[C:5]([CH:22]=[C:23]([CH3:25])[CH:24]=1)[O:6][CH2:7][C@@H:8]1[C@:9]2([CH3:21])[C@H:14]([C:13]([CH3:20])([CH3:19])[CH2:12][CH2:11][CH2:10]2)[CH2:15][CH:16]([OH:30])[CH:17]1[CH3:18]. The reactants are [CH3:1][O:2][C:3]1[CH:4]=[C:5]([CH:22]=[C:23]([CH3:25])[CH:24]=1)[O:6][CH2:7][C@H:8]1[C:17]([CH3:18])=[CH:16][CH2:15][C@@H:14]2[C@:9]1([CH3:21])[CH2:10][CH2:11][CH2:12][C:13]2([CH3:20])[CH3:19].B.C1C[O:30]CC1. The yield is 0.210. The catalyst is C1COCC1. (2) The reactants are [CH3:1][N:2]([CH2:10][CH2:11][CH:12]=[O:13])[C:3](=[O:9])[O:4][C:5]([CH3:8])([CH3:7])[CH3:6].[CH2:14]([Mg]Br)[CH3:15].[Cl-].[NH4+]. The catalyst is O1CCCC1. The product is [OH:13][CH:12]([CH2:14][CH3:15])[CH2:11][CH2:10][N:2]([CH3:1])[C:3](=[O:9])[O:4][C:5]([CH3:8])([CH3:6])[CH3:7]. The yield is 0.650. (3) The reactants are CCN(C(C)C)C(C)C.[C:10]([Si:14](Cl)([CH3:16])[CH3:15])([CH3:13])([CH3:12])[CH3:11].[CH2:18]([NH:20][CH2:21][CH2:22][OH:23])[CH3:19]. The catalyst is C(Cl)Cl. The product is [Si:14]([O:23][CH2:22][CH2:21][NH:20][CH2:18][CH3:19])([C:10]([CH3:13])([CH3:12])[CH3:11])([CH3:16])[CH3:15]. The yield is 0.850. (4) The reactants are [NH2:1][CH2:2][CH2:3][N:4]1[C:12]2[C:7](=[CH:8][CH:9]=[CH:10][CH:11]=2)[C:6]2([C:16]3=[CH:17][C:18]4[O:22][CH2:21][O:20][C:19]=4[CH:23]=[C:15]3[O:14][CH2:13]2)[C:5]1=[O:24].[F:25][C:26]1[CH:31]=[CH:30][C:29]([N:32]=[C:33]=[O:34])=[CH:28][CH:27]=1. The catalyst is ClCCl.C(N(CC)CC)C. The product is [F:25][C:26]1[CH:31]=[CH:30][C:29]([NH:32][C:33]([NH:1][CH2:2][CH2:3][N:4]2[C:12]3[C:7](=[CH:8][CH:9]=[CH:10][CH:11]=3)[C:6]3([C:16]4=[CH:17][C:18]5[O:22][CH2:21][O:20][C:19]=5[CH:23]=[C:15]4[O:14][CH2:13]3)[C:5]2=[O:24])=[O:34])=[CH:28][CH:27]=1. The yield is 0.820. (5) The product is [CH2:16]([C:14]1[S:15][C:9]2[N:8]([CH2:38][C:35]3[CH:36]=[CH:37][C:32]([C:29]4[C:28]([C:40]#[N:41])=[CH:27][C:26]([F:25])=[CH:31][CH:30]=4)=[CH:33][CH:34]=3)[C:7](=[O:18])[NH:6][C:11](=[O:12])[C:10]=2[CH:13]=1)[CH3:17]. The yield is 0.860. The reactants are COC1C=C(OC)C=CC=1C[N:6]1[C:11](=[O:12])[C:10]2[CH:13]=[C:14]([CH2:16][CH3:17])[S:15][C:9]=2[NH:8][C:7]1=[O:18].[F:25][C:26]1[CH:27]=[C:28]([C:40]#[N:41])[C:29]([C:32]2[CH:37]=[CH:36][C:35]([CH2:38]O)=[CH:34][CH:33]=2)=[CH:30][CH:31]=1.N(C(N1CCCCC1)=O)=NC(N1CCCCC1)=O.C(P(CCCC)CCCC)CCC. The catalyst is C(OCC)(=O)C.O1CCCC1. (6) The reactants are [CH2:1]([O:8][C:9]1[CH:10]=[CH:11][C:12]([N+:17]([O-])=O)=[C:13]([CH:16]=1)[NH:14][CH3:15])[C:2]1[CH:7]=[CH:6][CH:5]=[CH:4][CH:3]=1.S(=O)(=O)(O)O. The catalyst is [C].[Pt].CC(O)C. The product is [CH2:1]([O:8][C:9]1[CH:16]=[C:13]([NH:14][CH3:15])[C:12]([NH2:17])=[CH:11][CH:10]=1)[C:2]1[CH:3]=[CH:4][CH:5]=[CH:6][CH:7]=1. The yield is 0.947. (7) The reactants are [OH:1][C:2]1[CH:3]=[C:4]([CH:8]=[CH:9][C:10]=1[I:11])[C:5]([OH:7])=[O:6].S(Cl)(Cl)=O.[CH3:16]O. No catalyst specified. The product is [OH:1][C:2]1[CH:3]=[C:4]([CH:8]=[CH:9][C:10]=1[I:11])[C:5]([O:7][CH3:16])=[O:6]. The yield is 0.700. (8) The reactants are [C:1]([O:5][C:6](=[O:25])[NH:7][C@H:8]([C:10]1[N:11]([CH:22]2[CH2:24][CH2:23]2)[C:12](=[O:21])[C:13]2[C:18]([CH:19]=1)=[CH:17][CH:16]=[CH:15][C:14]=2Cl)[CH3:9])([CH3:4])([CH3:3])[CH3:2].[CH3:26][N:27]1[CH:31]=[C:30](B2OC(C)(C)C(C)(C)O2)[CH:29]=[N:28]1.C(=O)([O-])[O-].[Na+].[Na+]. The catalyst is O.CN(C)C(=O)C.CCOC(C)=O. The product is [C:1]([O:5][C:6](=[O:25])[NH:7][C@H:8]([C:10]1[N:11]([CH:22]2[CH2:24][CH2:23]2)[C:12](=[O:21])[C:13]2[C:18]([CH:19]=1)=[CH:17][CH:16]=[CH:15][C:14]=2[C:30]1[CH:29]=[N:28][N:27]([CH3:26])[CH:31]=1)[CH3:9])([CH3:4])([CH3:3])[CH3:2]. The yield is 0.903. (9) The reactants are [CH3:1][N:2]1[C:10](=[O:11])[C:9]2[NH:8][C:7]([O:12][C:13]3[CH:18]=[CH:17][CH:16]=[C:15]([C:19]([F:22])([F:21])[F:20])[CH:14]=3)=[N:6][C:5]=2[N:4]([CH3:23])[C:3]1=[O:24].CN1C(=O)C2NC(OC3C=CC=C(OC(F)(F)F)C=3)=NC=2N(C)C1=O.Br[CH2:51][C:52]1[CH:53]=[CH:54][C:55]([Cl:58])=[N:56][CH:57]=1.C(=O)([O-])[O-].[K+].[K+]. The catalyst is CN(C=O)C.C(OCC)(=O)C.O. The product is [Cl:58][C:55]1[N:56]=[CH:57][C:52]([CH2:51][N:8]2[C:9]3[C:10](=[O:11])[N:2]([CH3:1])[C:3](=[O:24])[N:4]([CH3:23])[C:5]=3[N:6]=[C:7]2[O:12][C:13]2[CH:18]=[CH:17][CH:16]=[C:15]([C:19]([F:22])([F:21])[F:20])[CH:14]=2)=[CH:53][CH:54]=1. The yield is 0.146.